From a dataset of Forward reaction prediction with 1.9M reactions from USPTO patents (1976-2016). Predict the product of the given reaction. (1) Given the reactants C([O:9][C:10]1[CH:27]=[CH:26][C:13]2[N:14]=[C:15]([NH:17][C:18]([C:20]3[CH:25]=[CH:24][CH:23]=[CH:22][CH:21]=3)=[O:19])[S:16][C:12]=2[CH:11]=1)(=O)C1C=CC=CC=1.[OH-].[Na+].O.Cl, predict the reaction product. The product is: [OH:9][C:10]1[CH:27]=[CH:26][C:13]2[N:14]=[C:15]([NH:17][C:18](=[O:19])[C:20]3[CH:25]=[CH:24][CH:23]=[CH:22][CH:21]=3)[S:16][C:12]=2[CH:11]=1. (2) Given the reactants P(Cl)(Cl)([Cl:3])=O.[CH2:6]([C:10]1[NH:11][C:12](=O)[C:13]2[NH:18][C:17]([CH3:19])=[CH:16][C:14]=2[N:15]=1)[CH2:7][CH2:8][CH3:9], predict the reaction product. The product is: [CH2:6]([C:10]1[N:11]=[C:12]([Cl:3])[C:13]2[NH:18][C:17]([CH3:19])=[CH:16][C:14]=2[N:15]=1)[CH2:7][CH2:8][CH3:9]. (3) Given the reactants [C:1]([O:5][CH2:6][CH2:7][CH2:8][CH3:9])(=[O:4])[CH:2]=[CH2:3].C(#N)C=C.C([O-])(=O)CC.C(OCCCC)(=O)CC, predict the reaction product. The product is: [C:1]([O:5][CH2:6][CH2:7][CH2:8][CH3:9])(=[O:4])[CH:2]=[CH2:3]. (4) Given the reactants [N-:1]=[N+]=[N-].N([CH2:7][CH2:8][CH2:9][CH2:10][CH2:11]N)=[N+]=[N-].[P:13]([O-:16])([O-:15])[O-:14].[CH2:17]1C(=O)N([O:24][C:25]([CH2:27][CH2:28][CH2:29][CH2:30][C@@H:31]2[S:35][CH2:34][C@@H:33]3[NH:36][C:37]([NH:39][C@H:32]23)=[O:38])=[O:26])[C:19](=[O:20])[CH2:18]1.C([N:43]([CH:46]([CH3:48])[CH3:47])CC)(C)C.F[C:50](F)(F)[C:51]([OH:53])=O, predict the reaction product. The product is: [CH3:7][CH2:8][CH:9]([O:20][C@H:19]1[C@H:47]([NH:1][C:51]([CH3:50])=[O:53])[C@@H:46]([NH2:43])[CH2:48][C:17]([P:13]([OH:16])([OH:15])=[O:14])=[CH:18]1)[CH2:10][CH3:11].[OH:26][C:25]([CH2:27][CH2:28][CH2:29][CH2:30][C@H:31]1[C@@H:32]2[C@@H:33]([NH:36][C:37]([NH:39]2)=[O:38])[CH2:34][S:35]1)=[O:24]. (5) Given the reactants CS(O[C@@H:6]1[C:16]2[C:11](=[N:12][CH:13]=[CH:14][CH:15]=2)[C@H:10]([O:17][Si:18]([CH:25]([CH3:27])[CH3:26])([CH:22]([CH3:24])[CH3:23])[CH:19]([CH3:21])[CH3:20])[CH2:9][CH2:8][C@H:7]1[C:28]1[CH:33]=[CH:32][CH:31]=[C:30]([F:34])[C:29]=1[F:35])(=O)=O.[Li+].[B-](CC)(CC)CC.CCOC(C)=O.CCCCCC, predict the reaction product. The product is: [F:35][C:29]1[C:30]([F:34])=[CH:31][CH:32]=[CH:33][C:28]=1[C@@H:7]1[CH2:8][CH2:9][C@@H:10]([O:17][Si:18]([CH:22]([CH3:24])[CH3:23])([CH:25]([CH3:27])[CH3:26])[CH:19]([CH3:20])[CH3:21])[C:11]2=[N:12][CH:13]=[CH:14][CH:15]=[C:16]2[CH2:6]1. (6) Given the reactants Cl[C:2]1[CH:7]=[CH:6][N:5]=[C:4]2[CH:8]=[C:9]([C:11]([N:13]3[CH2:17][CH2:16][CH2:15][C@H:14]3[CH2:18][O:19][CH3:20])=[O:12])[S:10][C:3]=12.[CH3:21][NH:22][C:23]([C:25]1[C:26]2[CH:34]=[CH:33][C:32]([OH:35])=[CH:31][C:27]=2[S:28][C:29]=1[CH3:30])=[O:24].C([O-])([O-])=O.[Cs+].[Cs+], predict the reaction product. The product is: [CH3:21][NH:22][C:23]([C:25]1[C:26]2[CH:34]=[CH:33][C:32]([O:35][C:2]3[CH:7]=[CH:6][N:5]=[C:4]4[CH:8]=[C:9]([C:11]([N:13]5[CH2:17][CH2:16][CH2:15][C@H:14]5[CH2:18][O:19][CH3:20])=[O:12])[S:10][C:3]=34)=[CH:31][C:27]=2[S:28][C:29]=1[CH3:30])=[O:24]. (7) Given the reactants [CH2:1]([O:8][NH:9][C:10](=[O:18])OC1C=CC=CC=1)[C:2]1[CH:7]=[CH:6][CH:5]=[CH:4][CH:3]=1, predict the reaction product. The product is: [CH2:1]([O:8][N:9]1[C:10](=[O:18])[N:9]([O:8][CH2:1][C:2]2[CH:3]=[CH:4][CH:5]=[CH:6][CH:7]=2)[C:10](=[O:18])[N:9]([O:8][CH2:1][C:2]2[CH:3]=[CH:4][CH:5]=[CH:6][CH:7]=2)[C:10]1=[O:18])[C:2]1[CH:3]=[CH:4][CH:5]=[CH:6][CH:7]=1. (8) Given the reactants Br[CH2:2][CH:3]1[O:17][C:6]2[CH:7]=[N:8][C:9]3[CH:10]=[CH:11][C:12]([O:15][CH3:16])=[CH:13][C:14]=3[C:5]=2[CH2:4]1.C(OC([N:25]1[CH2:30][CH2:29][CH:28]([NH2:31])[CH2:27][CH2:26]1)=O)(C)(C)C.[O:32]=[C:33]1[NH:38][C:37]2[CH:39]=[C:40]([C:43](O)=[O:44])[CH:41]=[CH:42][C:36]=2[S:35][CH2:34]1, predict the reaction product. The product is: [CH3:16][O:15][C:12]1[CH:11]=[CH:10][C:9]2[N:8]=[CH:7][C:6]3[O:17][CH:3]([CH2:2][N:25]4[CH2:26][CH2:27][CH:28]([NH:31][C:43]([C:40]5[CH:41]=[CH:42][C:36]6[S:35][CH2:34][C:33](=[O:32])[NH:38][C:37]=6[CH:39]=5)=[O:44])[CH2:29][CH2:30]4)[CH2:4][C:5]=3[C:14]=2[CH:13]=1.